The task is: Predict the reactants needed to synthesize the given product.. This data is from Full USPTO retrosynthesis dataset with 1.9M reactions from patents (1976-2016). (1) Given the product [Cl:20][C:16]1[CH:15]=[C:14]([C:13]2[C:7]3[O:6][CH:5]([CH2:4][NH2:1])[CH2:9][C:8]=3[CH:10]=[CH:11][CH:12]=2)[CH:19]=[CH:18][CH:17]=1, predict the reactants needed to synthesize it. The reactants are: [N:1]([CH2:4][CH:5]1[CH2:9][C:8]2[CH:10]=[CH:11][CH:12]=[C:13]([C:14]3[CH:19]=[CH:18][CH:17]=[C:16]([Cl:20])[CH:15]=3)[C:7]=2[O:6]1)=[N+]=[N-]. (2) Given the product [CH:1]([C:4]1[CH:5]=[C:6]([CH2:7][OH:8])[CH:9]=[CH:10][C:11]=1[O:12][CH3:13])([CH3:3])[CH3:2], predict the reactants needed to synthesize it. The reactants are: [CH:1]([C:4]1[CH:5]=[C:6]([CH:9]=[CH:10][C:11]=1[O:12][CH3:13])[CH:7]=[O:8])([CH3:3])[CH3:2].[H-].C([Al+]CC(C)C)C(C)C.Cl.